From a dataset of Full USPTO retrosynthesis dataset with 1.9M reactions from patents (1976-2016). Predict the reactants needed to synthesize the given product. (1) Given the product [Cl:40][C:41]1[C:42]2[CH2:52][C:53]([CH3:55])([CH3:54])[O:51][C:43]=2[C:44]([CH:45]=[O:46])=[CH:49][CH:50]=1, predict the reactants needed to synthesize it. The reactants are: ClC1C=CC(C(OC)=O)=C(O)C=1.C(Cl)C(=C)C.C(=O)([O-])[O-].[K+].[K+].ClC1C=CC(C(OC)=O)=C(OCC(C)=C)C=1.[Cl:40][C:41]1[CH:50]=[CH:49][C:44]([C:45](OC)=[O:46])=[C:43]([OH:51])[C:42]=1[CH2:52][C:53]([CH3:55])=[CH2:54].ClC1C2CC(C)(C)OC=2C(C(OC)=O)=CC=1.CC(C[AlH]CC(C)C)C. (2) Given the product [Br:21][C:19]1[CH:18]=[CH:17][C:14]([CH:15]2[C:2]([C:1]([O:7][C:8]([CH3:11])([CH3:10])[CH3:9])=[O:6])=[C:3]([CH3:5])[NH:22][C:3]([CH3:5])=[C:2]2[C:1]([O:7][C:8]([CH3:11])([CH3:10])[CH3:9])=[O:23])=[C:13]([F:12])[CH:20]=1, predict the reactants needed to synthesize it. The reactants are: [C:1]([O:7][C:8]([CH3:11])([CH3:10])[CH3:9])(=[O:6])[CH2:2][C:3]([CH3:5])=O.[F:12][C:13]1[CH:20]=[C:19]([Br:21])[CH:18]=[CH:17][C:14]=1[CH:15]=O.[NH4+:22].[OH-:23]. (3) The reactants are: [CH:1]([C:4]1[C:8]([CH2:9][CH2:10][CH2:11][OH:12])=[CH:7][N:6]([C:13]2[CH:18]=[CH:17][C:16]([C:19]([F:22])([F:21])[F:20])=[CH:15][N:14]=2)[N:5]=1)([CH3:3])[CH3:2].O[C:24]1[C:28]([CH2:29][C:30]([O:32]C)=[O:31])=[CH:27][N:26]([CH3:34])[N:25]=1.C(P(CCCC)CCCC)CCC.N(C(N1CCCCC1)=O)=NC(N1CCCCC1)=O. Given the product [CH:1]([C:4]1[C:8]([CH2:9][CH2:10][CH2:11][O:12][C:24]2[C:28]([CH2:29][C:30]([OH:32])=[O:31])=[CH:27][N:26]([CH3:34])[N:25]=2)=[CH:7][N:6]([C:13]2[CH:18]=[CH:17][C:16]([C:19]([F:21])([F:20])[F:22])=[CH:15][N:14]=2)[N:5]=1)([CH3:3])[CH3:2], predict the reactants needed to synthesize it. (4) Given the product [I:14][C:6]1[CH:7]=[C:2]([CH3:1])[C:3]([NH2:8])=[N:4][CH:5]=1, predict the reactants needed to synthesize it. The reactants are: [CH3:1][C:2]1[C:3]([NH2:8])=[N:4][CH:5]=[CH:6][CH:7]=1.S(=O)(=O)(O)O.[I:14](O)(=O)(=O)=O.II.[O-]S([O-])(=S)=O.[Na+].[Na+]. (5) Given the product [CH2:1]([O:3][C:4](=[O:24])[C:5]1[CH:10]=[CH:9][CH:8]=[C:7]([S:11][C:12]2[C:20]3[C:15](=[C:16]([F:22])[C:17]([Cl:21])=[CH:18][CH:19]=3)[N:14]([C:32]3[CH:31]=[N:30][N:29]([CH2:28][CH:25]4[CH2:27][CH2:26]4)[CH:33]=3)[C:13]=2[CH3:23])[CH:6]=1)[CH3:2], predict the reactants needed to synthesize it. The reactants are: [CH2:1]([O:3][C:4](=[O:24])[C:5]1[CH:10]=[CH:9][CH:8]=[C:7]([S:11][C:12]2[C:20]3[C:15](=[C:16]([F:22])[C:17]([Cl:21])=[CH:18][CH:19]=3)[NH:14][C:13]=2[CH3:23])[CH:6]=1)[CH3:2].[CH:25]1([CH2:28][N:29]2[CH:33]=[C:32](I)[CH:31]=[N:30]2)[CH2:27][CH2:26]1.